From a dataset of Full USPTO retrosynthesis dataset with 1.9M reactions from patents (1976-2016). Predict the reactants needed to synthesize the given product. Given the product [Cl:1][C:2]1[CH:3]=[C:4]2[CH:10]=[C:9]([CH2:11][Cl:23])[N:8]([CH2:13][CH2:14][CH2:15][S:16]([CH2:19][CH3:20])(=[O:18])=[O:17])[C:5]2=[N:6][CH:7]=1, predict the reactants needed to synthesize it. The reactants are: [Cl:1][C:2]1[CH:3]=[C:4]2[CH:10]=[C:9]([CH2:11]O)[N:8]([CH2:13][CH2:14][CH2:15][S:16]([CH2:19][CH3:20])(=[O:18])=[O:17])[C:5]2=[N:6][CH:7]=1.S(Cl)([Cl:23])=O.